From a dataset of Forward reaction prediction with 1.9M reactions from USPTO patents (1976-2016). Predict the product of the given reaction. (1) Given the reactants [F:1][CH:2]([F:18])[CH2:3][C:4]1[N:5]=[C:6]([C:9]2[CH:14]=[CH:13][CH:12]=[CH:11][C:10]=2[N+:15]([O-])=O)[S:7][CH:8]=1.[H][H], predict the reaction product. The product is: [F:18][CH:2]([F:1])[CH2:3][C:4]1[N:5]=[C:6]([C:9]2[CH:14]=[CH:13][CH:12]=[CH:11][C:10]=2[NH2:15])[S:7][CH:8]=1. (2) Given the reactants [NH2:1][C:2]1[N:3]([CH3:29])[C:4](=[O:28])[C:5]2([N:27]=1)[C:18]1[CH:17]=[C:16]([C:19]3[C:20]([F:25])=[N:21][CH:22]=[CH:23][CH:24]=3)[CH:15]=[CH:14][C:13]=1[O:12][C:11]1[C:6]2=[CH:7][C:8]([OH:26])=[CH:9][CH:10]=1.[F:30][C:31]([F:50])([F:49])[S:32](N(C1C=CC=CC=1)[S:32]([C:31]([F:50])([F:49])[F:30])(=[O:34])=[O:33])(=[O:34])=[O:33], predict the reaction product. The product is: [F:30][C:31]([F:50])([F:49])[S:32]([O:26][C:8]1[CH:7]=[C:6]2[C:11]([O:12][C:13]3[CH:14]=[CH:15][C:16]([C:19]4[C:20]([F:25])=[N:21][CH:22]=[CH:23][CH:24]=4)=[CH:17][C:18]=3[C:5]32[C:4](=[O:28])[N:3]([CH3:29])[C:2]([NH2:1])=[N:27]3)=[CH:10][CH:9]=1)(=[O:34])=[O:33]. (3) Given the reactants I[C:2]1[CH:3]=[C:4]([CH:26]=[CH:27][C:28]=1[CH3:29])[C:5]([NH:7][C:8]1[CH:13]=[CH:12][C:11]([CH2:14][N:15]2[CH2:20][CH2:19][N:18]([CH3:21])[CH2:17][CH2:16]2)=[C:10]([C:22]([F:25])([F:24])[F:23])[CH:9]=1)=[O:6].C1(C)C=CC=CC=1.[CH3:37][Si:38]([C:41]#[CH:42])([CH3:40])[CH3:39], predict the reaction product. The product is: [CH3:37][Si:38]([C:41]#[C:42][C:27]1[CH:26]=[C:4]([CH:3]=[CH:2][C:28]=1[CH3:29])[C:5]([NH:7][C:8]1[CH:13]=[CH:12][C:11]([CH2:14][N:15]2[CH2:20][CH2:19][N:18]([CH3:21])[CH2:17][CH2:16]2)=[C:10]([C:22]([F:25])([F:24])[F:23])[CH:9]=1)=[O:6])([CH3:40])[CH3:39]. (4) The product is: [NH2:1][C:2]1[N:7]=[CH:6][C:5]([C:8]([O:10][C:22]([CH3:25])([CH3:24])[CH3:23])=[O:9])=[CH:4][CH:3]=1. Given the reactants [NH2:1][C:2]1[N:7]=[CH:6][C:5]([C:8]([OH:10])=[O:9])=[CH:4][CH:3]=1.S(Cl)(Cl)=O.C(N(CC)CC)C.[C:22](O)([CH3:25])([CH3:24])[CH3:23], predict the reaction product. (5) Given the reactants Br[C:2]1[CH:7]=[CH:6][C:5]([C:8]2[C:9](=[O:20])[O:10][C:11]3[C:16]([CH:17]=2)=[CH:15][CH:14]=[C:13]([O:18][CH3:19])[CH:12]=3)=[CH:4][CH:3]=1.[C:21]1([CH3:35])[CH:26]=[CH:25][CH:24]=[C:23]([NH:27][C:28]2[CH:29]=[C:30]([CH3:34])[CH:31]=[CH:32][CH:33]=2)[CH:22]=1.CC([O-])(C)C.[K+].[H][H], predict the reaction product. The product is: [C:30]1([CH3:34])[CH:31]=[CH:32][CH:33]=[C:28]([N:27]([C:23]2[CH:22]=[C:21]([CH3:35])[CH:26]=[CH:25][CH:24]=2)[C:2]2[CH:7]=[CH:6][C:5]([C:8]3[C:9](=[O:20])[O:10][C:11]4[C:16]([CH:17]=3)=[CH:15][CH:14]=[C:13]([O:18][CH3:19])[CH:12]=4)=[CH:4][CH:3]=2)[CH:29]=1. (6) Given the reactants [NH:1]1[CH2:6][CH2:5][NH:4][CH2:3][CH:2]1[C:7]([OH:9])=O.C(Cl)(=O)C(Cl)=O.[Cl:16][C:17]1[CH:18]=[C:19]2[C:27](=[CH:28][CH:29]=1)[NH:26][C:25]1[CH:24]([NH2:30])[CH2:23][CH2:22][CH2:21][C:20]2=1.C(N(CC)CC)C, predict the reaction product. The product is: [Cl:16][C:17]1[CH:18]=[C:19]2[C:27](=[CH:28][CH:29]=1)[NH:26][C:25]1[CH:24]([NH:30][C:7]([C:2]3[CH:3]=[N:4][CH:5]=[CH:6][N:1]=3)=[O:9])[CH2:23][CH2:22][CH2:21][C:20]2=1. (7) The product is: [NH2:7][C:8]1[C@:9]([CH3:38])([C:34]([F:37])([F:35])[F:36])[O:10][CH2:11][C@:12]([C:15]2[CH:20]=[C:19]([NH:21][C:22]([C:24]3[C:29]([Cl:30])=[CH:28][C:27]([C:31]#[N:32])=[CH:26][N:25]=3)=[O:23])[CH:18]=[CH:17][C:16]=2[F:33])([CH3:14])[N:13]=1. Given the reactants C(OC(=O)[NH:7][C:8]1[C@:9]([CH3:38])([C:34]([F:37])([F:36])[F:35])[O:10][CH2:11][C@:12]([C:15]2[CH:20]=[C:19]([NH:21][C:22]([C:24]3[C:29]([Cl:30])=[CH:28][C:27]([C:31]#[N:32])=[CH:26][N:25]=3)=[O:23])[CH:18]=[CH:17][C:16]=2[F:33])([CH3:14])[N:13]=1)(C)(C)C.C(O)(C(F)(F)F)=O.C([O-])([O-])=O.[K+].[K+], predict the reaction product. (8) The product is: [Cl:20][C:17]1[CH:18]=[CH:19][C:14]([O:13][C:9]2[C:10]([F:12])=[CH:11][C:6]([CH2:5][CH2:4][O:3][C:1]3[NH:2][CH:35]=[C:29]([CH2:27][CH3:28])[C:30](=[O:31])[N:26]=3)=[CH:7][C:8]=2[F:25])=[CH:15][C:16]=1[C:21]([F:22])([F:24])[F:23]. Given the reactants [C:1](=[NH:26])([O:3][CH2:4][CH2:5][C:6]1[CH:11]=[C:10]([F:12])[C:9]([O:13][C:14]2[CH:19]=[CH:18][C:17]([Cl:20])=[C:16]([C:21]([F:24])([F:23])[F:22])[CH:15]=2)=[C:8]([F:25])[CH:7]=1)[NH2:2].[CH2:27](/[C:29](=[CH:35]/O)/[C:30](OCC)=[O:31])[CH3:28].C([O-])([O-])=O.[K+].[K+], predict the reaction product. (9) Given the reactants [CH3:1][O:2][C:3]1[C:12]2[C:7](=[CH:8][CH:9]=[CH:10][CH:11]=2)[CH:6]=[CH:5][C:4]=1[O:13][CH3:14].CN([CH:18]=[O:19])C.O=P(Cl)(Cl)Cl, predict the reaction product. The product is: [CH3:14][O:13][C:4]1[CH:5]=[C:6]([CH:18]=[O:19])[C:7]2[C:12]([C:3]=1[O:2][CH3:1])=[CH:11][CH:10]=[CH:9][CH:8]=2.